The task is: Predict the reactants needed to synthesize the given product.. This data is from Full USPTO retrosynthesis dataset with 1.9M reactions from patents (1976-2016). (1) Given the product [CH2:1]([C:8]1[CH:9]=[C:10]([CH:15]=[CH:16][CH:17]=1)[C:11]([OH:13])=[O:12])[C:2]1[CH:3]=[CH:4][CH:5]=[CH:6][CH:7]=1, predict the reactants needed to synthesize it. The reactants are: [CH2:1]([C:8]1[CH:9]=[C:10]([CH:15]=[CH:16][CH:17]=1)[C:11]([O:13]C)=[O:12])[C:2]1[CH:7]=[CH:6][CH:5]=[CH:4][CH:3]=1.[OH-].[Na+]. (2) Given the product [OH:25][C:19]12[C:13]3[C:14](=[CH:15][CH:10]=[CH:11][CH:12]=3)[C:16](=[O:17])[C:18]1([OH:22])[C:6]1[CH:7]=[CH:8][C:3]([O:2][CH3:1])=[CH:4][C:5]=1[O:20]2, predict the reactants needed to synthesize it. The reactants are: [CH3:1][O:2][C:3]1[CH:4]=[C:5](O)[CH:6]=[CH:7][CH:8]=1.[CH:10]1[CH:15]=[C:14]2[C:16]([C:18]([OH:22])(O)[C:19](=[O:20])[C:13]2=[CH:12][CH:11]=1)=[O:17].C(O)(=[O:25])C. (3) Given the product [C:1]([O:6][CH2:7][CH:8]([CH2:10][O:11][C:12](=[O:16])[C:13]([CH3:15])=[CH2:14])[OH:9])(=[O:5])[C:2]([CH3:4])=[CH2:3].[P:18]([O-:29])([O-:25])([O-:19])=[O:17], predict the reactants needed to synthesize it. The reactants are: [C:1]([O:6][CH2:7][CH:8]([CH2:10][O:11][C:12](=[O:16])[C:13]([CH3:15])=[CH2:14])[OH:9])(=[O:5])[C:2]([CH3:4])=[CH2:3].[O:17]=[P:18]12[O:29]P3(OP(OP(O3)([O:25]1)=O)(=O)[O:19]2)=O. (4) Given the product [Cl:26][C:7]1[C:8]([C:12]([NH:14][CH2:15][C:16]23[CH2:25][CH:20]4[CH2:21][CH:22]([CH2:24][CH:18]([CH2:19]4)[CH2:17]2)[CH2:23]3)=[O:13])=[C:9]2[C:4](=[CH:5][CH:6]=1)[N:3]=[C:2]([N:42]1[CH2:43][CH2:44][CH:39]([CH2:38][C:37]([OH:45])=[O:36])[CH2:40][CH2:41]1)[CH:11]=[CH:10]2, predict the reactants needed to synthesize it. The reactants are: Cl[C:2]1[CH:11]=[CH:10][C:9]2[C:8]([C:12]([NH:14][CH2:15][C:16]34[CH2:25][CH:20]5[CH2:21][CH:22]([CH2:24][CH:18]([CH2:19]5)[CH2:17]3)[CH2:23]4)=[O:13])=[C:7]([Cl:26])[CH:6]=[CH:5][C:4]=2[N:3]=1.C(N(CC)CC)C.C([O:36][C:37](=[O:45])[CH2:38][CH:39]1[CH2:44][CH2:43][NH:42][CH2:41][CH2:40]1)C.